From a dataset of Catalyst prediction with 721,799 reactions and 888 catalyst types from USPTO. Predict which catalyst facilitates the given reaction. (1) Reactant: Cl.[CH3:2][O:3][C:4](=[O:14])[C@H:5]([CH2:7][C:8]1[CH:13]=[CH:12][CH:11]=[CH:10][CH:9]=1)[NH2:6].Cl.CN1CCOCC1.[N:23]1[CH:28]=[CH:27][N:26]=[CH:25][C:24]=1[C:29]([NH:31][C@H:32]([C:40](O)=[O:41])[CH2:33][C:34]1[CH:39]=[CH:38][CH:37]=[CH:36][CH:35]=1)=[O:30].C1(N=C=NC2CCCCC2)CCCCC1.C1C=CC2N(O)N=NC=2C=1. Product: [CH3:2][O:3][C:4](=[O:14])[C@H:5]([CH2:7][C:8]1[CH:13]=[CH:12][CH:11]=[CH:10][CH:9]=1)[NH:6][C:40](=[O:41])[C@H:32]([CH2:33][C:34]1[CH:39]=[CH:38][CH:37]=[CH:36][CH:35]=1)[NH:31][C:29]([C:24]1[CH:25]=[N:26][CH:27]=[CH:28][N:23]=1)=[O:30]. The catalyst class is: 1. (2) Reactant: [S:1]1[C:5]2[CH:6]=[CH:7][CH:8]=[CH:9][C:4]=2[CH:3]=[C:2]1B(O)O.C(=O)([O-])[O-].[Na+].[Na+].[C:19]([NH:27][C:28]1[CH:37]=[C:36](Br)[CH:35]=[CH:34][C:29]=1[C:30]([O:32]C)=[O:31])(=[O:26])[C:20]1[CH:25]=[CH:24][CH:23]=[CH:22][CH:21]=1. Product: [C:19]([NH:27][C:28]1[CH:37]=[C:36]([C:2]2[S:1][C:5]3[CH:6]=[CH:7][CH:8]=[CH:9][C:4]=3[CH:3]=2)[CH:35]=[CH:34][C:29]=1[C:30]([OH:32])=[O:31])(=[O:26])[C:20]1[CH:21]=[CH:22][CH:23]=[CH:24][CH:25]=1. The catalyst class is: 80. (3) Reactant: [ClH:1].CCOCC.[OH:7][C:8]1[CH:13]=[CH:12][CH:11]=[CH:10][C:9]=1[C:14]1[N:23]=[C:22]([N:24]2[CH2:28][CH2:27][C@@H:26]([NH:29][C:30](=[O:35])[O:31][CH:32]([CH3:34])[CH3:33])[CH2:25]2)[C:21]2[C:16](=[CH:17][C:18]([CH3:36])=[CH:19][CH:20]=2)[N:15]=1. Product: [ClH:1].[OH:7][C:8]1[CH:13]=[CH:12][CH:11]=[CH:10][C:9]=1[C:14]1[N:23]=[C:22]([N:24]2[CH2:28][CH2:27][C@@H:26]([NH:29][C:30](=[O:35])[O:31][CH:32]([CH3:33])[CH3:34])[CH2:25]2)[C:21]2[C:16](=[CH:17][C:18]([CH3:36])=[CH:19][CH:20]=2)[N:15]=1. The catalyst class is: 61. (4) Reactant: [CH2:1]=[C:2]([O:5][Si](C)(C)C)[CH:3]=[CH2:4].[CH3:10][S:11]([CH:14]=[CH2:15])(=[O:13])=[O:12]. Product: [CH3:10][S:11]([CH:14]1[CH2:4][CH2:3][C:2](=[O:1])[CH2:5][CH2:15]1)(=[O:13])=[O:12]. The catalyst class is: 308. (5) Reactant: C(Cl)(Cl)[Cl:2].[F:5][C:6]1[CH:15]=[C:14]2[C:9]([N:10]=[CH:11][C:12](=[O:36])[N:13]2[CH2:16][CH2:17][N:18]2[CH2:23][CH2:22][CH:21]([NH:24][CH2:25][C:26]3[CH:35]=[CH:34][C:33]4[C:28](=[CH:29][CH:30]=[CH:31][CH:32]=4)[CH:27]=3)[CH2:20][CH2:19]2)=[CH:8][CH:7]=1.Cl.C(OCC)(=O)C. Product: [ClH:2].[F:5][C:6]1[CH:15]=[C:14]2[C:9]([N:10]=[CH:11][C:12](=[O:36])[N:13]2[CH2:16][CH2:17][N:18]2[CH2:23][CH2:22][CH:21]([NH:24][CH2:25][C:26]3[CH:35]=[CH:34][C:33]4[C:28](=[CH:29][CH:30]=[CH:31][CH:32]=4)[CH:27]=3)[CH2:20][CH2:19]2)=[CH:8][CH:7]=1. The catalyst class is: 13.